This data is from Catalyst prediction with 721,799 reactions and 888 catalyst types from USPTO. The task is: Predict which catalyst facilitates the given reaction. Reactant: S(Cl)([Cl:3])=O.[F:5][C:6]1[CH:11]=[CH:10][C:9]([CH:12]([N:14]2[CH2:19][CH2:18][CH2:17][CH:16]([CH:20](O)[C:21]3[CH:26]=[CH:25][C:24]([N:27]4[CH:31]=[C:30]([CH3:32])[N:29]=[CH:28]4)=[C:23]([O:33][CH3:34])[CH:22]=3)[C:15]2=[O:36])C)=[CH:8][CH:7]=1.C(=O)(O)[O-].[Na+]. Product: [Cl:3][CH:20]([C:21]1[CH:26]=[CH:25][C:24]([N:27]2[CH:31]=[C:30]([CH3:32])[N:29]=[CH:28]2)=[C:23]([O:33][CH3:34])[CH:22]=1)[CH:16]1[CH2:17][CH2:18][CH2:19][N:14]([CH2:12][C:9]2[CH:10]=[CH:11][C:6]([F:5])=[CH:7][CH:8]=2)[C:15]1=[O:36]. The catalyst class is: 216.